From a dataset of Forward reaction prediction with 1.9M reactions from USPTO patents (1976-2016). Predict the product of the given reaction. (1) Given the reactants [C:1]([C:5]1[C:14]2[CH:13]=[C:12](/[C:15](/[CH2:20][CH3:21])=[C:16](/[F:19])\[CH:17]=O)[C:11]([O:22][CH2:23][CH3:24])=[CH:10][C:9]=2[C:8]([CH3:26])([CH3:25])[CH2:7][CH:6]=1)([CH3:4])([CH3:3])[CH3:2].C(P([CH2:33]/[C:34](/[CH3:41])=[CH:35]\[C:36]([O:38][CH2:39][CH3:40])=[O:37])(CC)=O)C, predict the reaction product. The product is: [C:1]([C:5]1[C:14]2[CH:13]=[C:12](/[C:15](/[CH2:20][CH3:21])=[C:16](/[F:19])\[CH:17]=[CH:33]\[C:34](\[CH3:41])=[CH:35]\[C:36]([O:38][CH2:39][CH3:40])=[O:37])[C:11]([O:22][CH2:23][CH3:24])=[CH:10][C:9]=2[C:8]([CH3:25])([CH3:26])[CH2:7][CH:6]=1)([CH3:4])([CH3:2])[CH3:3]. (2) Given the reactants Br[C:2]1[C:3]([CH3:10])=[C:4]([NH2:9])[CH:5]=[CH:6][C:7]=1[CH3:8].[NH:11]1[CH2:15][CH2:14][CH2:13][CH2:12]1.CC(C)([O-])C.[Na+], predict the reaction product. The product is: [N:11]1([C:2]2[C:3]([CH3:10])=[C:4]([NH2:9])[CH:5]=[CH:6][C:7]=2[CH3:8])[CH2:15][CH2:14][CH2:13][CH2:12]1. (3) Given the reactants [Cl:1][C:2]1[CH:9]=[CH:8][C:5]([CH:6]=O)=[CH:4][CH:3]=1.[CH:10]1([CH2:13][NH2:14])[CH2:12][CH2:11]1.[N+:15]([CH:17]([C:22]1[CH:27]=[CH:26][CH:25]=[CH:24][CH:23]=1)[C:18]([O:20][CH3:21])=[O:19])#[C-:16], predict the reaction product. The product is: [Cl:1][C:2]1[CH:9]=[CH:8][C:5]([CH:6]2[N:14]([CH2:13][CH:10]3[CH2:12][CH2:11]3)[CH:16]=[N:15][C:17]2([C:22]2[CH:27]=[CH:26][CH:25]=[CH:24][CH:23]=2)[C:18]([O:20][CH3:21])=[O:19])=[CH:4][CH:3]=1. (4) Given the reactants [CH2:1]([N:5]1[CH2:9][C@H:8]2[CH2:10][C:11](=O)[CH2:12][C@H:7]2[CH2:6]1)[CH2:2][CH2:3][CH3:4].Cl.[NH2:15][OH:16].C([O-])(=O)C.[Na+], predict the reaction product. The product is: [CH2:1]([N:5]1[CH2:9][C@H:8]2[CH2:10][C:11](=[N:15][OH:16])[CH2:12][C@H:7]2[CH2:6]1)[CH2:2][CH2:3][CH3:4]. (5) Given the reactants [CH3:1][Si:2]([CH3:42])([CH3:41])[CH2:3][CH2:4][O:5][CH2:6][N:7]([CH2:33][O:34][CH2:35][CH2:36][Si:37]([CH3:40])([CH3:39])[CH3:38])[C:8]1[N:13]2[N:14]=[CH:15][C:16](I)=[C:12]2[N:11]=[C:10]([CH:18]2[CH2:24][CH:23]3[N:25]([C:26]([O:28][C:29]([CH3:32])([CH3:31])[CH3:30])=[O:27])[CH:20]([CH2:21][CH2:22]3)[CH2:19]2)[CH:9]=1.[C:43]1([C:49]2[CH:54]=[CH:53][C:52](B3OC(C)(C)C(C)(C)O3)=[CH:51][N:50]=2)[CH:48]=[CH:47][CH:46]=[CH:45][CH:44]=1.C(Cl)Cl.C([O-])([O-])=O.[K+].[K+], predict the reaction product. The product is: [CH3:1][Si:2]([CH3:42])([CH3:41])[CH2:3][CH2:4][O:5][CH2:6][N:7]([CH2:33][O:34][CH2:35][CH2:36][Si:37]([CH3:40])([CH3:39])[CH3:38])[C:8]1[N:13]2[N:14]=[CH:15][C:16]([C:52]3[CH:51]=[N:50][C:49]([C:43]4[CH:48]=[CH:47][CH:46]=[CH:45][CH:44]=4)=[CH:54][CH:53]=3)=[C:12]2[N:11]=[C:10]([CH:18]2[CH2:24][CH:23]3[N:25]([C:26]([O:28][C:29]([CH3:32])([CH3:31])[CH3:30])=[O:27])[CH:20]([CH2:21][CH2:22]3)[CH2:19]2)[CH:9]=1. (6) Given the reactants [OH:1][C:2]([C:4]([F:7])([F:6])[F:5])=O.[F:8][C:9]([F:35])([F:34])[C:10]1[CH:11]=[C:12]([CH:27]=[C:28]([C:30]([F:33])([F:32])[F:31])[CH:29]=1)[CH2:13][O:14][CH2:15][C:16]([C:21]1[CH:26]=[CH:25][CH:24]=[CH:23][CH:22]=1)([OH:20])[CH2:17][CH2:18][NH2:19].C(N(CC)CC)C.FC(F)(F)C(OC(=O)C(F)(F)F)=O, predict the reaction product. The product is: [F:8][C:9]([F:34])([F:35])[C:10]1[CH:11]=[C:12]([CH:27]=[C:28]([C:30]([F:32])([F:31])[F:33])[CH:29]=1)[CH2:13][O:14][CH2:15][C:16]([OH:20])([C:21]1[CH:26]=[CH:25][CH:24]=[CH:23][CH:22]=1)[CH2:17][CH2:18][NH:19][C:2](=[O:1])[C:4]([F:7])([F:6])[F:5].